From a dataset of Reaction yield outcomes from USPTO patents with 853,638 reactions. Predict the reaction yield, written as a fraction of the theoretical maximum amount of product (1.0 means a 100% yield; for example, 0.34 means a 34% yield). The reactants are [CH3:1][O:2][C:3]1[N:4]=[C:5]2[C:10](=[CH:11][CH:12]=1)[N:9]=[CH:8][CH:7]=[C:6]2/[CH:13]=[CH:14]/[C:15]([NH:17][CH2:18][C@H:19]1[O:23][C:22](=[O:24])[N:21]([C:25]2[CH:26]=[CH:27][C:28]3[S:33][CH2:32][C:31](=[O:34])[NH:30][C:29]=3[CH:35]=2)[CH2:20]1)=[O:16].CS(N)(=O)=[O:38].CC(N(C)C)=O.CC(O)(C)C.[OH2:52]. No catalyst specified. The product is [OH:52][C@H:14]([C@@H:13]([OH:38])[C:6]1[C:5]2[C:10](=[CH:11][CH:12]=[C:3]([O:2][CH3:1])[N:4]=2)[N:9]=[CH:8][CH:7]=1)[C:15]([NH:17][CH2:18][C@H:19]1[O:23][C:22](=[O:24])[N:21]([C:25]2[CH:26]=[CH:27][C:28]3[S:33][CH2:32][C:31](=[O:34])[NH:30][C:29]=3[CH:35]=2)[CH2:20]1)=[O:16]. The yield is 0.260.